This data is from Forward reaction prediction with 1.9M reactions from USPTO patents (1976-2016). The task is: Predict the product of the given reaction. (1) Given the reactants [NH2:1][CH:2]1[N:7]=[C:6]([Cl:8])[N:5]=[C:4]([O:9][CH3:10])[N:3]1[CH:11]([F:13])[F:12].[N+:14]([C:17]1[CH:22]=[CH:21][CH:20]=[CH:19][C:18]=1[S:23]([N:26]=[C:27]=[O:28])(=[O:25])=[O:24])([O-:16])=[O:15], predict the reaction product. The product is: [Cl:8][C:6]1[N:5]=[C:4]([O:9][CH3:10])[N:3]([CH:11]([F:12])[F:13])[CH:2]([NH:1][C:27]([NH:26][S:23]([C:18]2[CH:19]=[CH:20][CH:21]=[CH:22][C:17]=2[N+:14]([O-:16])=[O:15])(=[O:24])=[O:25])=[O:28])[N:7]=1. (2) Given the reactants [CH3:1][N:2]([CH3:22])[C:3]1[N:7]=[C:6]([N:8]2[CH2:13][CH2:12][CH:11]([NH:14]C(=O)OC(C)(C)C)[CH2:10][CH2:9]2)[S:5][N:4]=1.C(O)(C(F)(F)F)=O, predict the reaction product. The product is: [NH2:14][CH:11]1[CH2:12][CH2:13][N:8]([C:6]2[S:5][N:4]=[C:3]([N:2]([CH3:22])[CH3:1])[N:7]=2)[CH2:9][CH2:10]1. (3) The product is: [O:1]([C:8]1[CH:9]=[C:10]([N:14]([CH2:15][CH:16]([F:42])[C:17]([F:18])([F:19])[F:20])[CH2:22][C:23]2[CH:28]=[CH:27][CH:26]=[C:25]([O:29][C:30]([F:35])([F:34])[CH:31]([F:32])[F:33])[CH:24]=2)[CH:11]=[CH:12][CH:13]=1)[C:2]1[CH:3]=[CH:4][CH:5]=[CH:6][CH:7]=1. Given the reactants [O:1]([C:8]1[CH:9]=[C:10]([N:14]([CH2:22][C:23]2[CH:28]=[CH:27][CH:26]=[C:25]([O:29][C:30]([F:35])([F:34])[CH:31]([F:33])[F:32])[CH:24]=2)[CH2:15][CH:16](O)[C:17]([F:20])([F:19])[F:18])[CH:11]=[CH:12][CH:13]=1)[C:2]1[CH:7]=[CH:6][CH:5]=[CH:4][CH:3]=1.C(N(S(F)(F)[F:42])CC)C, predict the reaction product. (4) Given the reactants [C:1]([O:5][C:6](=[O:17])[NH:7][C@H:8]([C:10]1[CH:15]=[CH:14][C:13](Br)=[CH:12][CH:11]=1)[CH3:9])([CH3:4])([CH3:3])[CH3:2].[F:18][C:19]([F:29])([F:28])[C:20]([N:22]1[CH2:27][CH2:26][NH:25][CH2:24][CH2:23]1)=[O:21].C(=O)([O-])[O-].[Cs+].[Cs+], predict the reaction product. The product is: [C:1]([O:5][C:6](=[O:17])[NH:7][C@H:8]([C:10]1[CH:15]=[CH:14][C:13]([N:25]2[CH2:26][CH2:27][N:22]([C:20](=[O:21])[C:19]([F:29])([F:18])[F:28])[CH2:23][CH2:24]2)=[CH:12][CH:11]=1)[CH3:9])([CH3:4])([CH3:3])[CH3:2]. (5) Given the reactants [CH3:1][O:2][C:3]1[CH:8]=[C:7]([N+:9]([O-:11])=[O:10])[CH:6]=[CH:5][C:4]=1[NH2:12].Cl.[N:14]1([CH2:19][C:20](O)=[O:21])[CH2:18][CH2:17][CH2:16][CH2:15]1.C(N(CC)C(C)C)(C)C.F[P-](F)(F)(F)(F)F.N1(OC(N(C)C)=[N+](C)C)C2N=CC=CC=2N=N1, predict the reaction product. The product is: [CH3:1][O:2][C:3]1[CH:8]=[C:7]([N+:9]([O-:11])=[O:10])[CH:6]=[CH:5][C:4]=1[NH:12][C:20](=[O:21])[CH2:19][N:14]1[CH2:18][CH2:17][CH2:16][CH2:15]1.